This data is from Reaction yield outcomes from USPTO patents with 853,638 reactions. The task is: Predict the reaction yield, written as a fraction of the theoretical maximum amount of product (1.0 means a 100% yield; for example, 0.34 means a 34% yield). (1) The reactants are [Cl:1][C:2]1[C:3]([CH3:25])=[C:4](I)[C:5]([O:21][CH2:22][CH3:23])=[C:6]([CH:8]([N:10]2[C:14]3=[N:15][CH:16]=[N:17][C:18]([NH2:19])=[C:13]3[C:12]([CH3:20])=[N:11]2)[CH3:9])[CH:7]=1.C1(P(C2C=CC=CC=2)C2C=CC=CC=2)C=CC=CC=1.[C:45]([O:49][CH3:50])(=[O:48])[CH:46]=[CH2:47].C(N(CC)CC)C. The catalyst is C(#N)C.C([O-])(=O)C.[Pd+2].C([O-])(=O)C. The product is [NH2:19][C:18]1[N:17]=[CH:16][N:15]=[C:14]2[N:10]([CH:8]([C:6]3[C:5]([O:21][CH2:22][CH3:23])=[C:4](/[CH:47]=[CH:46]/[C:45]([O:49][CH3:50])=[O:48])[C:3]([CH3:25])=[C:2]([Cl:1])[CH:7]=3)[CH3:9])[N:11]=[C:12]([CH3:20])[C:13]=12. The yield is 0.720. (2) The product is [CH:4]1([O:5][C:6]2[N:11]=[CH:10][N:9]=[C:8]([NH2:12])[CH:7]=2)[CH2:1][CH2:3][CH2:2][CH2:13]1. The reactants are [CH:1]1([CH2:4][O:5][C:6]2[N:11]=[CH:10][N:9]=[C:8]([NH2:12])[CH:7]=2)[CH2:3][CH2:2]1.[CH:13]1(O)CCCC1. No catalyst specified. The yield is 0.860. (3) The product is [OH:23][C@@:16]1([C:15]#[C:14][C:10]2[CH:9]=[C:8]([C:6]3[N:5]=[C:4]([C:24]([O:26][CH2:27][CH3:28])=[O:25])[CH:3]=[C:2]([C:34]4[N:30]([CH3:29])[CH:31]=[N:32][CH:33]=4)[N:7]=3)[CH:13]=[CH:12][CH:11]=2)[CH2:20][CH2:19][N:18]([CH3:21])[C:17]1=[O:22]. The reactants are Cl[C:2]1[N:7]=[C:6]([C:8]2[CH:13]=[CH:12][CH:11]=[C:10]([C:14]#[C:15][C@:16]3([OH:23])[CH2:20][CH2:19][N:18]([CH3:21])[C:17]3=[O:22])[CH:9]=2)[N:5]=[C:4]([C:24]([O:26][CH2:27][CH3:28])=[O:25])[CH:3]=1.[CH3:29][N:30]1[C:34](B2OC(C)(C)C(C)(C)O2)=[CH:33][N:32]=[CH:31]1. The yield is 0.490. No catalyst specified.